This data is from Full USPTO retrosynthesis dataset with 1.9M reactions from patents (1976-2016). The task is: Predict the reactants needed to synthesize the given product. (1) Given the product [F:1][C:2]1[CH:7]=[CH:6][CH:5]=[C:4]([C:8]2[N:9]([CH3:13])[CH:10]=[CH:11][N:12]=2)[C:3]=1[N:14]1[CH:18]=[C:17]([CH:19]=[O:20])[C:16]([CH3:21])=[N:15]1, predict the reactants needed to synthesize it. The reactants are: [F:1][C:2]1[CH:7]=[CH:6][CH:5]=[C:4]([C:8]2[N:9]([CH3:13])[CH:10]=[CH:11][N:12]=2)[C:3]=1[N:14]1[CH:18]=[C:17]([CH2:19][OH:20])[C:16]([CH3:21])=[N:15]1.N1C=CC=N1. (2) Given the product [CH3:30][O:31][C:32]([C:34]1[CH:39]=[CH:38][C:37]([C:4]2[CH:3]=[C:2]([Cl:1])[C:7]([CH2:8][C@@H:9]3[CH2:13][CH2:12][N:11]([N:14]4[CH2:19][CH2:18][CH2:17][CH2:16][CH2:15]4)[C:10]3=[O:20])=[C:6]([Cl:21])[CH:5]=2)=[CH:36][CH:35]=1)=[O:33], predict the reactants needed to synthesize it. The reactants are: [Cl:1][C:2]1[CH:3]=[C:4](OS(C(F)(F)F)(=O)=O)[CH:5]=[C:6]([Cl:21])[C:7]=1[CH2:8][C@@H:9]1[CH2:13][CH2:12][N:11]([N:14]2[CH2:19][CH2:18][CH2:17][CH2:16][CH2:15]2)[C:10]1=[O:20].[CH3:30][O:31][C:32]([C:34]1[CH:39]=[CH:38][C:37](B(O)O)=[CH:36][CH:35]=1)=[O:33].C(=O)([O-])[O-].[Na+].[Na+]. (3) Given the product [NH2:1][C:4]1[CH:5]=[CH:6][C:7]2[N:8]([C:10]([C:13]([O:15][CH2:16][CH3:17])=[O:14])=[CH:11][N:12]=2)[CH:9]=1, predict the reactants needed to synthesize it. The reactants are: [N+:1]([C:4]1[CH:5]=[CH:6][C:7]2[N:8]([C:10]([C:13]([O:15][CH2:16][CH3:17])=[O:14])=[CH:11][N:12]=2)[CH:9]=1)([O-])=O.C(O)C. (4) Given the product [N+:1]([C:4]1[CH:12]=[CH:11][CH:10]=[C:9]2[C:5]=1[CH2:6][N:7]([C:13](=[O:16])[CH:14]=[CH2:15])[CH2:8]2)([O-:3])=[O:2], predict the reactants needed to synthesize it. The reactants are: [N+:1]([C:4]1[CH:12]=[CH:11][CH:10]=[C:9]2[C:5]=1[CH2:6][NH:7][CH2:8]2)([O-:3])=[O:2].[C:13](Cl)(=[O:16])[CH:14]=[CH2:15].C([O-])(O)=O.[Na+].